This data is from Forward reaction prediction with 1.9M reactions from USPTO patents (1976-2016). The task is: Predict the product of the given reaction. (1) The product is: [OH:10][C:3]1[C:4]([F:9])=[CH:5][C:6]([Br:8])=[CH:7][C:2]=1[NH:1][C:14](=[O:15])[C:13]1[CH:17]=[C:18]([N+:21]([O-:23])=[O:22])[CH:19]=[CH:20][C:12]=1[F:11]. Given the reactants [NH2:1][C:2]1[CH:7]=[C:6]([Br:8])[CH:5]=[C:4]([F:9])[C:3]=1[OH:10].[F:11][C:12]1[CH:20]=[CH:19][C:18]([N+:21]([O-:23])=[O:22])=[CH:17][C:13]=1[C:14](Cl)=[O:15], predict the reaction product. (2) Given the reactants [C:1](=[O:3])=[O:2].C([O-])([O-])=O.[Cs+].[Cs+].[N+:10]([C:13]1[CH:18]=[CH:17][C:16]([C:19]#[CH:20])=[CH:15][CH:14]=1)([O-:12])=[O:11], predict the reaction product. The product is: [N+:10]([C:13]1[CH:18]=[CH:17][C:16]([C:19]#[C:20][C:1]([OH:3])=[O:2])=[CH:15][CH:14]=1)([O-:12])=[O:11]. (3) Given the reactants C(N(S(F)(F)F)CC)C.[Cl:10][C:11]1[CH:12]=[CH:13][C:14]([C:41]#[N:42])=[C:15]([C:17]2[C:22]([O:23][CH3:24])=[CH:21][N:20]([CH:25]([CH:33](O)[CH:34]3[CH2:38][CH2:37][O:36][CH2:35]3)[C:26]([O:28][C:29]([CH3:32])([CH3:31])[CH3:30])=[O:27])[C:19](=[O:40])[CH:18]=2)[CH:16]=1.C(=O)(O)[O-].[Na+], predict the reaction product. The product is: [Cl:10][C:11]1[CH:12]=[CH:13][C:14]([C:41]#[N:42])=[C:15]([C:17]2[C:22]([O:23][CH3:24])=[CH:21][N:20]([C:25](=[CH:33][CH:34]3[CH2:38][CH2:37][O:36][CH2:35]3)[C:26]([O:28][C:29]([CH3:31])([CH3:30])[CH3:32])=[O:27])[C:19](=[O:40])[CH:18]=2)[CH:16]=1. (4) Given the reactants [C:1]([O:5][C:6]([N:8]1[C:16]2[C:11](=[CH:12][CH:13]=[CH:14][CH:15]=2)[CH:10]=[C:9]1[C:17]1[C:18](=[O:32])[N:19]([CH2:24]OCC[Si](C)(C)C)[CH:20]=[C:21]([NH2:23])[CH:22]=1)=[O:7])([CH3:4])([CH3:3])[CH3:2].C(N(CC)CC)C.[C:40]1([C@@H:46]([N:48]2[CH:52]=[C:51]([C:53](Cl)=[O:54])[CH:50]=[N:49]2)[CH3:47])[CH:45]=[CH:44][CH:43]=[CH:42][CH:41]=1, predict the reaction product. The product is: [C:1]([O:5][C:6]([N:8]1[C:16]2[C:15](=[CH:14][CH:13]=[CH:12][CH:11]=2)[CH:10]=[C:9]1[C:17]1[C:18](=[O:32])[N:19]([CH3:24])[CH:20]=[C:21]([NH:23][C:53]([C:51]2[CH:50]=[N:49][N:48]([C@H:46]([C:40]3[CH:45]=[CH:44][CH:43]=[CH:42][CH:41]=3)[CH3:47])[CH:52]=2)=[O:54])[CH:22]=1)=[O:7])([CH3:4])([CH3:2])[CH3:3]. (5) Given the reactants [C:1]1([C:7](=[CH2:21])[C:8]([C:10]2[CH:20]=[CH:19][C:13]3[O:14][CH2:15][C:16](=[O:18])[NH:17][C:12]=3[CH:11]=2)=O)[CH:6]=[CH:5][CH:4]=[CH:3][CH:2]=1.[NH:22]([CH2:24][CH2:25][OH:26])[NH2:23], predict the reaction product. The product is: [OH:26][CH2:25][CH2:24][N:22]1[CH2:21][CH:7]([C:1]2[CH:6]=[CH:5][CH:4]=[CH:3][CH:2]=2)[C:8]([C:10]2[CH:20]=[CH:19][C:13]3[O:14][CH2:15][C:16](=[O:18])[NH:17][C:12]=3[CH:11]=2)=[N:23]1. (6) The product is: [CH3:15][C:14]1[C:9]([OH:8])=[N:10][CH:11]=[N:12][C:13]=1[CH2:16][C:17]1[CH:22]=[CH:21][CH:20]=[CH:19][C:18]=1[CH3:23]. Given the reactants C([O:8][C:9]1[C:14]([CH3:15])=[C:13]([CH2:16][C:17]2[CH:22]=[CH:21][CH:20]=[CH:19][C:18]=2[CH3:23])[N:12]=[CH:11][N:10]=1)C1C=CC=CC=1, predict the reaction product.